This data is from Catalyst prediction with 721,799 reactions and 888 catalyst types from USPTO. The task is: Predict which catalyst facilitates the given reaction. Reactant: [C:1]([N:4]1[CH:13]=[CH:12][C:11]2[C:6](=[CH:7][CH:8]=[CH:9][C:10]=2[Br:14])[CH:5]1[CH2:15][C:16]([O:18][CH3:19])=[O:17])(=[O:3])[CH3:2].C([SiH](CC)CC)C.FC(F)(F)C(O)=O. Product: [C:1]([N:4]1[CH2:13][CH2:12][C:11]2[C:6](=[CH:7][CH:8]=[CH:9][C:10]=2[Br:14])[CH:5]1[CH2:15][C:16]([O:18][CH3:19])=[O:17])(=[O:3])[CH3:2]. The catalyst class is: 26.